From a dataset of Retrosynthesis with 50K atom-mapped reactions and 10 reaction types from USPTO. Predict the reactants needed to synthesize the given product. (1) Given the product COc1ccc2oc(C(CC(C)C)Nc3ccc(C(=O)NCCC(=O)O)cc3)c(C)c2c1, predict the reactants needed to synthesize it. The reactants are: CCOC(=O)CCNC(=O)c1ccc(NC(CC(C)C)c2oc3ccc(OC)cc3c2C)cc1. (2) Given the product COc1cc(OC)c(CC(F)(F)F)cc1CN[C@H]1CCCN(C(=O)OC(C)(C)C)[C@H]1c1ccccc1, predict the reactants needed to synthesize it. The reactants are: CC(C)(C)OC(=O)N1CCCC(N)C1c1ccccc1.COc1cc(OC)c(CC(F)(F)F)cc1C=O. (3) The reactants are: C1COCCN1.O=C1CCN(c2ccc(CN3CCOCC3)cc2)CC1. Given the product c1cc(N2CCC(N3CCOCC3)CC2)ccc1CN1CCOCC1, predict the reactants needed to synthesize it. (4) Given the product C[C@@H](NC(=O)c1cc(F)ccc1N)C(=O)O, predict the reactants needed to synthesize it. The reactants are: CCOC(=O)[C@@H](C)NC(=O)c1cc(F)ccc1N. (5) Given the product O=C(Nc1cc(C(F)(F)F)ccc1Cl)c1cc(Br)ccc1O, predict the reactants needed to synthesize it. The reactants are: Nc1cc(C(F)(F)F)ccc1Cl.O=C(O)c1cc(Br)ccc1O. (6) Given the product Cc1cc2c(ccc3nnc(C)n32)n1Cc1ccccn1, predict the reactants needed to synthesize it. The reactants are: BrCc1ccccn1.Cc1cc2c(ccc3nnc(C)n32)[nH]1. (7) Given the product CCCCC(=O)c1ccc(OCCOCCO)cc1, predict the reactants needed to synthesize it. The reactants are: CCCCC(=O)c1ccc(O)cc1.OCCOCCCl.